Task: Predict the product of the given reaction.. Dataset: Forward reaction prediction with 1.9M reactions from USPTO patents (1976-2016) Given the reactants C[O:2][C:3](=[O:25])[C:4]1[CH:9]=[CH:8][N:7]=[C:6]([NH:10][C:11](=[O:24])[CH2:12][O:13][C:14]2[CH:19]=[CH:18][C:17]([C:20]([CH3:23])([CH3:22])[CH3:21])=[CH:16][CH:15]=2)[CH:5]=1.[I-].[Li+], predict the reaction product. The product is: [C:20]([C:17]1[CH:18]=[CH:19][C:14]([O:13][CH2:12][C:11]([NH:10][C:6]2[CH:5]=[C:4]([CH:9]=[CH:8][N:7]=2)[C:3]([OH:25])=[O:2])=[O:24])=[CH:15][CH:16]=1)([CH3:23])([CH3:21])[CH3:22].